This data is from Catalyst prediction with 721,799 reactions and 888 catalyst types from USPTO. The task is: Predict which catalyst facilitates the given reaction. (1) Reactant: [CH3:1][N:2]([CH3:14])[C:3]1[CH:4]=[C:5]2[C:10](=[CH:11][CH:12]=1)[C:9](=[O:13])[NH:8][CH2:7][CH2:6]2.C(=O)([O-])[O-].[K+].[K+].CS(C)=O.[Br:25][C:26]1[CH:31]=[CH:30][CH:29]=[C:28](Br)[C:27]=1[CH3:33]. Product: [Br:25][C:26]1[C:27]([CH3:33])=[C:28]([N:8]2[CH2:7][CH2:6][C:5]3[C:10](=[CH:11][CH:12]=[C:3]([N:2]([CH3:14])[CH3:1])[CH:4]=3)[C:9]2=[O:13])[CH:29]=[CH:30][CH:31]=1. The catalyst class is: 4. (2) Reactant: [BH4-].[Li+].C([O:6][CH2:7][CH2:8][C:9]1[CH:14]=[CH:13][C:12]([O:15][CH2:16][O:17][CH2:18][CH2:19][O:20][CH3:21])=[C:11]([O:22][CH3:23])[CH:10]=1)(=O)C.[Cl-].[NH4+]. Product: [CH3:23][O:22][C:11]1[CH:10]=[C:9]([CH2:8][CH2:7][OH:6])[CH:14]=[CH:13][C:12]=1[O:15][CH2:16][O:17][CH2:18][CH2:19][O:20][CH3:21]. The catalyst class is: 7. (3) Reactant: Br.[Br:2][CH2:3][CH2:4][CH2:5][NH2:6].C(N(CC)CC)C.[C:14](O[C:14]([O:16][C:17]([CH3:20])([CH3:19])[CH3:18])=[O:15])([O:16][C:17]([CH3:20])([CH3:19])[CH3:18])=[O:15]. Product: [C:17]([O:16][C:14](=[O:15])[NH:6][CH2:5][CH2:4][CH2:3][Br:2])([CH3:20])([CH3:19])[CH3:18]. The catalyst class is: 4. (4) Reactant: [F:1][C:2]1[CH:3]=[C:4]([CH:8]=[CH:9][CH:10]=1)[C:5]([OH:7])=[O:6].[N+:11]([O-])([OH:13])=[O:12].O. Product: [F:1][C:2]1[CH:10]=[CH:9][C:8]([N+:11]([O-:13])=[O:12])=[C:4]([CH:3]=1)[C:5]([OH:7])=[O:6]. The catalyst class is: 65.